From a dataset of NCI-60 drug combinations with 297,098 pairs across 59 cell lines. Regression. Given two drug SMILES strings and cell line genomic features, predict the synergy score measuring deviation from expected non-interaction effect. (1) Drug 1: CC1C(C(CC(O1)OC2CC(OC(C2O)C)OC3=CC4=CC5=C(C(=O)C(C(C5)C(C(=O)C(C(C)O)O)OC)OC6CC(C(C(O6)C)O)OC7CC(C(C(O7)C)O)OC8CC(C(C(O8)C)O)(C)O)C(=C4C(=C3C)O)O)O)O. Drug 2: C#CCC(CC1=CN=C2C(=N1)C(=NC(=N2)N)N)C3=CC=C(C=C3)C(=O)NC(CCC(=O)O)C(=O)O. Cell line: A549. Synergy scores: CSS=35.8, Synergy_ZIP=1.36, Synergy_Bliss=-3.40, Synergy_Loewe=-3.60, Synergy_HSA=-4.25. (2) Drug 1: C1=NC(=NC(=O)N1C2C(C(C(O2)CO)O)O)N. Drug 2: CC1C(C(CC(O1)OC2CC(CC3=C2C(=C4C(=C3O)C(=O)C5=CC=CC=C5C4=O)O)(C(=O)C)O)N)O. Cell line: NCI/ADR-RES. Synergy scores: CSS=35.3, Synergy_ZIP=-2.72, Synergy_Bliss=5.86, Synergy_Loewe=6.43, Synergy_HSA=7.11. (3) Drug 1: CS(=O)(=O)C1=CC(=C(C=C1)C(=O)NC2=CC(=C(C=C2)Cl)C3=CC=CC=N3)Cl. Drug 2: C1=CC=C(C=C1)NC(=O)CCCCCCC(=O)NO. Cell line: HCC-2998. Synergy scores: CSS=-2.98, Synergy_ZIP=-4.70, Synergy_Bliss=-14.0, Synergy_Loewe=-44.8, Synergy_HSA=-14.3. (4) Drug 1: CC12CCC(CC1=CCC3C2CCC4(C3CC=C4C5=CN=CC=C5)C)O. Drug 2: CC1=CC2C(CCC3(C2CCC3(C(=O)C)OC(=O)C)C)C4(C1=CC(=O)CC4)C. Synergy scores: CSS=1.81, Synergy_ZIP=0.954, Synergy_Bliss=0.281, Synergy_Loewe=-10.5, Synergy_HSA=-4.68. Cell line: MDA-MB-435. (5) Drug 1: CC1=CC2C(CCC3(C2CCC3(C(=O)C)OC(=O)C)C)C4(C1=CC(=O)CC4)C. Drug 2: CC12CCC3C(C1CCC2OP(=O)(O)O)CCC4=C3C=CC(=C4)OC(=O)N(CCCl)CCCl.[Na+]. Cell line: HCT116. Synergy scores: CSS=-3.28, Synergy_ZIP=-4.99, Synergy_Bliss=-12.6, Synergy_Loewe=-12.1, Synergy_HSA=-12.0. (6) Drug 1: C1=C(C(=O)NC(=O)N1)F. Drug 2: CC1=C(C(CCC1)(C)C)C=CC(=CC=CC(=CC(=O)O)C)C. Cell line: HT29. Synergy scores: CSS=48.8, Synergy_ZIP=-2.35, Synergy_Bliss=-2.36, Synergy_Loewe=0.123, Synergy_HSA=2.78. (7) Drug 2: CN1C(=O)N2C=NC(=C2N=N1)C(=O)N. Cell line: NCI-H460. Synergy scores: CSS=16.3, Synergy_ZIP=8.80, Synergy_Bliss=10.0, Synergy_Loewe=5.99, Synergy_HSA=6.83. Drug 1: CC1C(C(=O)NC(C(=O)N2CCCC2C(=O)N(CC(=O)N(C(C(=O)O1)C(C)C)C)C)C(C)C)NC(=O)C3=C4C(=C(C=C3)C)OC5=C(C(=O)C(=C(C5=N4)C(=O)NC6C(OC(=O)C(N(C(=O)CN(C(=O)C7CCCN7C(=O)C(NC6=O)C(C)C)C)C)C(C)C)C)N)C. (8) Drug 1: COC1=CC(=CC(=C1O)OC)C2C3C(COC3=O)C(C4=CC5=C(C=C24)OCO5)OC6C(C(C7C(O6)COC(O7)C8=CC=CS8)O)O. Drug 2: C1C(C(OC1N2C=C(C(=O)NC2=O)F)CO)O. Cell line: SN12C. Synergy scores: CSS=47.8, Synergy_ZIP=-3.70, Synergy_Bliss=-3.80, Synergy_Loewe=-2.41, Synergy_HSA=1.62.